Task: Predict the product of the given reaction.. Dataset: Forward reaction prediction with 1.9M reactions from USPTO patents (1976-2016) (1) Given the reactants I[C:2]1[CH:7]=[CH:6][C:5]([C:8]2[C:9]([C:14]3[C:15]([C:20]4[CH:25]=[CH:24][C:23](I)=[CH:22][CH:21]=4)=[CH:16][CH:17]=[CH:18][CH:19]=3)=[CH:10][CH:11]=[CH:12][CH:13]=2)=[CH:4][CH:3]=1.C(N(CC)CC)C.C(O[SiH:37](OCC)OCC)C, predict the reaction product. The product is: [C:20]1([C:15]2[C:14]([C:9]3[C:8]([C:5]4[CH:6]=[CH:7][CH:2]=[CH:3][CH:4]=4)=[CH:13][CH:12]=[CH:11][CH:10]=3)=[CH:19][CH:18]=[CH:17][CH:16]=2)[CH:21]=[CH:22][CH:23]=[CH:24][CH:25]=1.[SiH4:37]. (2) Given the reactants [C:1]([O:5][C:6]([N:8]1[CH2:13][CH2:12][CH:11]([C:14]2[CH:19]=[CH:18][C:17]([C:20]([O:22]C)=[O:21])=[CH:16][CH:15]=2)[CH2:10][CH2:9]1)=[O:7])([CH3:4])([CH3:3])[CH3:2].C1COCC1.[OH-].[Na+], predict the reaction product. The product is: [C:1]([O:5][C:6]([N:8]1[CH2:9][CH2:10][CH:11]([C:14]2[CH:15]=[CH:16][C:17]([C:20]([OH:22])=[O:21])=[CH:18][CH:19]=2)[CH2:12][CH2:13]1)=[O:7])([CH3:4])([CH3:2])[CH3:3]. (3) The product is: [CH3:13][O:14][C:15]1[CH:20]=[CH:19][C:18]([C:21]2[N:22]=[C:23]([CH:34]3[CH2:39][CH2:38][N:37]([C:7]([Cl:10])=[O:6])[CH2:36][CH2:35]3)[O:24][C:25]=2[C:26]2[CH:31]=[CH:30][C:29]([O:32][CH3:33])=[CH:28][CH:27]=2)=[CH:17][CH:16]=1. Given the reactants ClC(Cl)(OC(=O)[O:6][C:7]([Cl:10])(Cl)Cl)Cl.[CH3:13][O:14][C:15]1[CH:20]=[CH:19][C:18]([C:21]2[N:22]=[C:23]([CH:34]3[CH2:39][CH2:38][NH:37][CH2:36][CH2:35]3)[O:24][C:25]=2[C:26]2[CH:31]=[CH:30][C:29]([O:32][CH3:33])=[CH:28][CH:27]=2)=[CH:17][CH:16]=1.N1C=CC=CC=1, predict the reaction product. (4) Given the reactants O[CH2:2][C:3]1[O:4][C:5]([C:14]2[CH:19]=[CH:18][C:17]([S:20]([NH2:23])(=[O:22])=[O:21])=[CH:16][CH:15]=2)=[C:6]([C:8]2[CH:13]=[CH:12][CH:11]=[CH:10][CH:9]=2)[N:7]=1.C(N(CC)CC)C.[Cl-].[Li+].CS([Cl:37])(=O)=O, predict the reaction product. The product is: [Cl:37][CH2:2][C:3]1[O:4][C:5]([C:14]2[CH:19]=[CH:18][C:17]([S:20]([NH2:23])(=[O:22])=[O:21])=[CH:16][CH:15]=2)=[C:6]([C:8]2[CH:13]=[CH:12][CH:11]=[CH:10][CH:9]=2)[N:7]=1. (5) Given the reactants N1(C([O-])=O)CCCCC1.Cl.[NH2:11][C:12]1[C:21]2[C:16](=[CH:17][CH:18]=[C:19]([O:22][CH3:23])[CH:20]=2)[CH:15]=[C:14]([C:24]2[CH:29]=[CH:28][N:27]=[C:26]([N:30]([CH3:32])[CH3:31])[N:25]=2)[CH:13]=1.C(N(CC)C(C)C)(C)C.O=[C:43]1[CH2:48][CH2:47][N:46]([C:49]([O:51][C:52]([CH3:55])([CH3:54])[CH3:53])=[O:50])[CH2:45][CH2:44]1.C(O[BH-](OC(=O)C)OC(=O)C)(=O)C.[Na+].C(O[BH-](OC(=O)C)OC(=O)C)(=O)C, predict the reaction product. The product is: [CH3:32][N:30]([CH3:31])[C:26]1[N:25]=[C:24]([C:14]2[CH:13]=[C:12]([NH:11][CH:43]3[CH2:48][CH2:47][N:46]([C:49]([O:51][C:52]([CH3:55])([CH3:54])[CH3:53])=[O:50])[CH2:45][CH2:44]3)[C:21]3[C:16]([CH:15]=2)=[CH:17][CH:18]=[C:19]([O:22][CH3:23])[CH:20]=3)[CH:29]=[CH:28][N:27]=1. (6) Given the reactants [F:1][C:2]1[C:12]([F:13])=[CH:11][CH:10]=[CH:9][C:3]=1[CH:4]=[CH:5][C:6]([OH:8])=[O:7].[H][H], predict the reaction product. The product is: [F:1][C:2]1[C:12]([F:13])=[CH:11][CH:10]=[CH:9][C:3]=1[CH2:4][CH2:5][C:6]([OH:8])=[O:7]. (7) Given the reactants Cl[C:2]1[N:7]=[C:6]([C:8]2[S:12][C:11]([CH:13]3[CH2:17][CH2:16][O:15][CH2:14]3)=[N:10][C:9]=2[C:18]2[C:19]([F:36])=[C:20]([NH:24][S:25]([C:28]3[C:33]([F:34])=[CH:32][CH:31]=[CH:30][C:29]=3[F:35])(=[O:27])=[O:26])[CH:21]=[CH:22][CH:23]=2)[CH:5]=[CH:4][N:3]=1.[NH3:37], predict the reaction product. The product is: [NH2:37][C:2]1[N:7]=[C:6]([C:8]2[S:12][C:11]([CH:13]3[CH2:17][CH2:16][O:15][CH2:14]3)=[N:10][C:9]=2[C:18]2[C:19]([F:36])=[C:20]([NH:24][S:25]([C:28]3[C:33]([F:34])=[CH:32][CH:31]=[CH:30][C:29]=3[F:35])(=[O:27])=[O:26])[CH:21]=[CH:22][CH:23]=2)[CH:5]=[CH:4][N:3]=1.